Dataset: Reaction yield outcomes from USPTO patents with 853,638 reactions. Task: Predict the reaction yield, written as a fraction of the theoretical maximum amount of product (1.0 means a 100% yield; for example, 0.34 means a 34% yield). (1) The reactants are COP([CH2:7][C:8](=[O:16])[C:9]([F:15])([F:14])[CH2:10][CH2:11][CH2:12][CH3:13])(=O)OC.[O:17]=[C:18]1[O:22][C@H:21]2[CH2:23][C@@H:24]([O:28][CH2:29][C:30]3[CH:35]=[CH:34][CH:33]=[CH:32][CH:31]=3)[C@H:25]([CH:26]=O)[C@H:20]2[CH2:19]1. The catalyst is CC(OC)(C)C.O.ClCCl.[Zn](O)O. The product is [F:15][C:9]([F:14])([CH2:10][CH2:11][CH2:12][CH3:13])[C:8](=[O:16])/[CH:7]=[CH:26]/[C@@H:25]1[C@@H:20]2[C@@H:21]([O:22][C:18](=[O:17])[CH2:19]2)[CH2:23][C@H:24]1[O:28][CH2:29][C:30]1[CH:35]=[CH:34][CH:33]=[CH:32][CH:31]=1. The yield is 0.760. (2) The reactants are [NH2:1][C:2]1[CH:3]=[C:4]([CH:9]=[CH:10][C:11]=1[OH:12])[C:5]([O:7][CH3:8])=[O:6].[F:13][C:14]([F:25])([F:24])[C:15](O[C:15](=[O:16])[C:14]([F:25])([F:24])[F:13])=[O:16].C([O-])(O)=O.[Na+]. The catalyst is C1COCC1. The product is [OH:12][C:11]1[CH:10]=[CH:9][C:4]([C:5]([O:7][CH3:8])=[O:6])=[CH:3][C:2]=1[NH:1][C:15](=[O:16])[C:14]([F:25])([F:24])[F:13]. The yield is 0.870. (3) The reactants are [C:1]12[C:13]3=[CH:14][CH:15]=[CH:16][CH:17]=[C:12]3[C:10](=[O:11])[O:9][C:7](=[O:8])[C:2]1=[CH:3][CH:4]=[CH:5][CH:6]=2.[CH2:18](O)[CH3:19].[C:21]1([CH3:27])C=CC=CC=1.S(=O)(=O)(O)[OH:29]. The catalyst is O. The product is [C:13]1([C:1]2[C:2]([C:7]([O:8][CH2:18][CH3:19])=[O:29])=[CH:3][CH:4]=[CH:5][CH:6]=2)[C:12]([C:10]([O:9][CH2:21][CH3:27])=[O:11])=[CH:17][CH:16]=[CH:15][CH:14]=1. The yield is 0.900. (4) The reactants are C(O)(C(F)(F)F)=O.[CH3:8][O:9][C:10]1[C:15]([C:16]2[CH:17]=[N:18][N:19](C(OC(C)(C)C)=O)[CH:20]=2)=[CH:14][CH:13]=[C:12]([NH:28][C:29]2[CH:30]=[CH:31][C:32]3[CH2:33][N:34]([CH3:46])[CH2:35][C@@H:36]([C:40]4[CH:45]=[CH:44][CH:43]=[CH:42][CH:41]=4)[O:37][C:38]=3[N:39]=2)[N:11]=1.C([O-])(O)=O.[Na+]. The catalyst is C(Cl)Cl. The product is [CH3:8][O:9][C:10]1[N:11]=[C:12]([NH:28][C:29]2[CH:30]=[CH:31][C:32]3[CH2:33][N:34]([CH3:46])[CH2:35][C@@H:36]([C:40]4[CH:45]=[CH:44][CH:43]=[CH:42][CH:41]=4)[O:37][C:38]=3[N:39]=2)[CH:13]=[CH:14][C:15]=1[C:16]1[CH:20]=[N:19][NH:18][CH:17]=1. The yield is 0.720. (5) The reactants are [O:1]1[C:5]2[CH:6]=[CH:7][C:8]([CH2:10][NH:11][CH2:12][CH2:13][CH:14]3[CH2:19][CH2:18][CH2:17][CH2:16][N:15]3[C:20]3[CH:25]=[CH:24][N:23]=[C:22]([N:26]4[CH:30]=[CH:29][N:28]=[CH:27]4)[N:21]=3)=[CH:9][C:4]=2[O:3][CH2:2]1.[C:31](OC(=O)C)(=[O:33])[CH3:32]. The catalyst is C1COCC1. The product is [C:31]([N:11]([CH2:10][C:8]1[CH:7]=[CH:6][C:5]2[O:1][CH2:2][O:3][C:4]=2[CH:9]=1)[CH2:12][CH2:13][CH:14]1[CH2:19][CH2:18][CH2:17][CH2:16][N:15]1[C:20]1[CH:25]=[CH:24][N:23]=[C:22]([N:26]2[CH:30]=[CH:29][N:28]=[CH:27]2)[N:21]=1)(=[O:33])[CH3:32]. The yield is 0.600. (6) The reactants are COC(=O)[C:4]1[CH:9]=[CH:8][CH:7]=[N:6][C:5]=1Br.[CH:12]1[C:21]2[C:16](=[CH:17][CH:18]=[CH:19][CH:20]=2)[C:15](B(O)O)=[CH:14][N:13]=1.[O-:25]P([O-])([O-])=O.[K+].[K+].[K+].O1C[CH2:37][O:36][CH2:35]C1. The catalyst is Cl[Pd](Cl)([P](C1C=CC=CC=1)(C1C=CC=CC=1)C1C=CC=CC=1)[P](C1C=CC=CC=1)(C1C=CC=CC=1)C1C=CC=CC=1. The product is [CH3:35][O:36][C:37](=[O:25])[C:9]1[CH:4]=[CH:5][N:6]=[CH:7][C:8]=1[C:15]1[C:16]2[C:21](=[CH:20][CH:19]=[CH:18][CH:17]=2)[CH:12]=[N:13][CH:14]=1. The yield is 0.160. (7) The reactants are C[O:2][C:3](=[O:13])[CH:4]=[CH:5][CH2:6][N:7]1[CH2:12][CH2:11][CH2:10][CH2:9][CH2:8]1.[ClH:14]. No catalyst specified. The product is [ClH:14].[N:7]1([CH2:6][CH:5]=[CH:4][C:3]([OH:13])=[O:2])[CH2:12][CH2:11][CH2:10][CH2:9][CH2:8]1. The yield is 0.170. (8) The reactants are Cl[C:2]1[N:7]=[C:6]([S:8][CH3:9])[C:5]([Cl:10])=[CH:4][N:3]=1.CCN(C(C)C)C(C)C.[NH2:20][C@@H:21]1[CH2:26][CH2:25][CH2:24][C@H:23]([C:27]([NH2:29])=[O:28])[CH2:22]1.C(OCC)(=O)C.CCCCCC. The catalyst is C(O)(C)C. The product is [Cl:10][C:5]1[C:6]([S:8][CH3:9])=[N:7][C:2]([NH:20][C@@H:21]2[CH2:26][CH2:25][CH2:24][C@H:23]([C:27]([NH2:29])=[O:28])[CH2:22]2)=[N:3][CH:4]=1. The yield is 0.709.